From a dataset of Reaction yield outcomes from USPTO patents with 853,638 reactions. Predict the reaction yield, written as a fraction of the theoretical maximum amount of product (1.0 means a 100% yield; for example, 0.34 means a 34% yield). (1) The reactants are [CH2:1]([N:3]1[CH:7]=[CH:6][N:5]=[C:4]1[CH:8]1[C:17](=O)[C:16]2[C:15]([C:19](OCC)=[O:20])=[CH:14][CH:13]=[CH:12][C:11]=2[NH:10][CH:9]1[C:24]1[CH:29]=[CH:28][C:27]([F:30])=[CH:26][CH:25]=1)[CH3:2].O.[NH2:32][NH2:33]. The catalyst is CO. The product is [CH2:1]([N:3]1[CH:7]=[CH:6][N:5]=[C:4]1[CH:8]1[C:17]2=[N:32][NH:33][C:19](=[O:20])[C:15]3[CH:14]=[CH:13][CH:12]=[C:11]([C:16]=32)[NH:10][CH:9]1[C:24]1[CH:25]=[CH:26][C:27]([F:30])=[CH:28][CH:29]=1)[CH3:2]. The yield is 0.470. (2) The reactants are [CH3:1][C:2]1[C:7](=[O:8])[C@@H:6]([OH:9])[CH2:5][C:4]([CH3:11])([CH3:10])[C:3]=1/[CH:12]=[CH:13]/[C:14](/[CH3:44])=[CH:15]/[CH:16]=[CH:17]/[C:18](/[CH3:43])=[CH:19]/[CH:20]=[CH:21]/[CH:22]=[C:23](\[CH3:42])/[CH:24]=[CH:25]/[CH:26]=[C:27](\[CH3:41])/[CH:28]=[CH:29]/[C:30]1[C:36]([CH3:38])([CH3:37])[CH2:35][C@H:34]([OH:39])[C:32](=[O:33])[C:31]=1[CH3:40]. The catalyst is CCCCCCC. The product is [CH3:40][C:31]1[C:32](=[O:33])[C@H:34]([OH:39])[CH2:35][C:36]([CH3:37])([CH3:38])[C:30]=1/[CH:29]=[CH:28]/[C:27](/[CH3:41])=[CH:26]/[CH:25]=[CH:24]/[C:23](/[CH3:42])=[CH:22]/[CH:21]=[CH:20]/[CH:19]=[C:18](\[CH3:43])/[CH:17]=[CH:16]/[CH:15]=[C:14](\[CH3:44])/[CH:13]=[CH:12]/[C:3]1[C:4]([CH3:11])([CH3:10])[CH2:5][C@@H:6]([OH:9])[C:7](=[O:8])[C:2]=1[CH3:1].[CH3:40][C:31]1[C:32](=[O:33])[C@H:34]([OH:39])[CH2:35][C:36]([CH3:37])([CH3:38])[C:30]=1/[CH:29]=[CH:28]/[C:27](/[CH3:41])=[CH:26]/[CH:25]=[CH:24]/[C:23](/[CH3:42])=[CH:22]/[CH:21]=[CH:20]/[CH:19]=[C:18](\[CH3:43])/[CH:17]=[CH:16]/[CH:15]=[C:14](\[CH3:44])/[CH:13]=[CH:12]/[C:3]1[C:4]([CH3:11])([CH3:10])[CH2:5][C@H:6]([OH:9])[C:7](=[O:8])[C:2]=1[CH3:1].[CH3:40][C:31]1[C:32](=[O:33])[C@@H:34]([OH:39])[CH2:35][C:36]([CH3:37])([CH3:38])[C:30]=1/[CH:29]=[CH:28]/[C:27](/[CH3:41])=[CH:26]/[CH:25]=[CH:24]/[C:23](/[CH3:42])=[CH:22]/[CH:21]=[CH:20]/[CH:19]=[C:18](\[CH3:43])/[CH:17]=[CH:16]/[CH:15]=[C:14](\[CH3:44])/[CH:13]=[CH:12]/[C:3]1[C:4]([CH3:11])([CH3:10])[CH2:5][C@H:6]([OH:9])[C:7](=[O:8])[C:2]=1[CH3:1]. The yield is 0.873.